From a dataset of Full USPTO retrosynthesis dataset with 1.9M reactions from patents (1976-2016). Predict the reactants needed to synthesize the given product. (1) Given the product [NH2:1][C:4]1[CH:5]=[CH:6][C:7]([C:10]2([C:13]#[N:14])[CH2:11][CH2:12]2)=[CH:8][CH:9]=1, predict the reactants needed to synthesize it. The reactants are: [N+:1]([C:4]1[CH:9]=[CH:8][C:7]([C:10]2([C:13]#[N:14])[CH2:12][CH2:11]2)=[CH:6][CH:5]=1)([O-])=O.CCOC(C)=O. (2) Given the product [Cl:1][C:2]1[CH:3]=[C:4]([C:12]2[O:16][C:15]([C:17]3[CH:22]=[CH:21][N:20]=[C:19]4[N:23]([CH2:26][CH2:27][CH2:28][C:29]([OH:31])=[O:30])[CH:24]=[CH:25][C:18]=34)=[N:14][N:13]=2)[CH:5]=[CH:6][C:7]=1[O:8][CH:9]([CH3:11])[CH3:10], predict the reactants needed to synthesize it. The reactants are: [Cl:1][C:2]1[CH:3]=[C:4]([C:12]2[O:16][C:15]([C:17]3[CH:22]=[CH:21][N:20]=[C:19]4[N:23]([CH2:26][CH2:27][CH2:28][C:29]([O:31]CC)=[O:30])[CH:24]=[CH:25][C:18]=34)=[N:14][N:13]=2)[CH:5]=[CH:6][C:7]=1[O:8][CH:9]([CH3:11])[CH3:10].[OH-].[Li+].CC(O)=O.